This data is from Full USPTO retrosynthesis dataset with 1.9M reactions from patents (1976-2016). The task is: Predict the reactants needed to synthesize the given product. (1) The reactants are: Br[CH2:2][CH2:3][O:4][C:5]1[CH:34]=[CH:33][C:8]([C:9]([N:11]2[CH2:24][C:23]([CH3:26])([CH3:25])[C:22]3[C:21]4[CH:20]=[CH:19][CH:18]=[CH:17][C:16]=4[NH:15][C:14]=3[C:13]([C:27]([O:29][CH:30]([CH3:32])[CH3:31])=[O:28])=[CH:12]2)=[O:10])=[CH:7][CH:6]=1.[CH3:35][N:36]1[CH2:41][CH2:40][NH:39][CH2:38][CH2:37]1.C(N(CC)CC)C.CO. Given the product [CH3:25][C:23]1([CH3:26])[C:22]2[C:21]3[CH:20]=[CH:19][CH:18]=[CH:17][C:16]=3[NH:15][C:14]=2[C:13]([C:27]([O:29][CH:30]([CH3:32])[CH3:31])=[O:28])=[CH:12][N:11]([C:9](=[O:10])[C:8]2[CH:33]=[CH:34][C:5]([O:4][CH2:3][CH2:2][N:39]3[CH2:40][CH2:41][N:36]([CH3:35])[CH2:37][CH2:38]3)=[CH:6][CH:7]=2)[CH2:24]1, predict the reactants needed to synthesize it. (2) Given the product [CH3:1][C:2]1([CH2:15][CH2:16][CH2:17][CH2:18][CH2:19][CH2:20][CH2:21][CH2:22][CH2:23][CH2:24][CH2:25][CH2:26][CH3:27])[N:3]([CH2:34][CH2:35][CH2:36][CH2:37][CH2:38][CH2:39][CH2:40][CH3:41])[C:4]2[C:14]3[C:8]([CH:7]=[CH:6][CH:5]=2)=[CH:9][CH:10]=[CH:11][C:12]=3[N:13]1[CH2:6][CH2:5][CH2:4][CH2:14][CH2:12][CH2:11][CH2:10][CH3:9], predict the reactants needed to synthesize it. The reactants are: [CH3:1][C:2]1([CH2:15][CH2:16][CH2:17][CH2:18][CH2:19][CH2:20][CH2:21][CH2:22][CH2:23][CH2:24][CH2:25][CH2:26][CH3:27])[NH:13][C:12]2[C:14]3[C:8]([CH:9]=[CH:10][CH:11]=2)=[CH:7][CH:6]=[CH:5][C:4]=3[NH:3]1.C(=O)(O)[O-].[Na+].Br[CH2:34][CH2:35][CH2:36][CH2:37][CH2:38][CH2:39][CH2:40][CH3:41]. (3) Given the product [N:17]1([CH2:21][C@@H:22]([NH:32][C:2]2[C:3]3[N:11]=[CH:10][CH:9]=[C:8]([C:12]([NH2:14])=[O:13])[C:4]=3[N:5]=[CH:6][N:7]=2)[C:23]2[CH:28]=[CH:27][C:26]([CH:29]([CH3:30])[CH3:31])=[CH:25][CH:24]=2)[CH2:20][CH2:19][CH2:18]1, predict the reactants needed to synthesize it. The reactants are: O[C:2]1[C:3]2[N:11]=[CH:10][CH:9]=[C:8]([C:12]([NH2:14])=[O:13])[C:4]=2[N:5]=[CH:6][N:7]=1.Cl.Cl.[N:17]1([CH2:21][C@@H:22]([NH2:32])[C:23]2[CH:28]=[CH:27][C:26]([CH:29]([CH3:31])[CH3:30])=[CH:25][CH:24]=2)[CH2:20][CH2:19][CH2:18]1. (4) Given the product [Cl:29][C:6]1[C:7]2[C:8](=[O:9])[N:10]([C:15]3[CH:16]=[CH:17][C:18]([C:21]4[C:26]([F:27])=[CH:25][CH:24]=[CH:23][C:22]=4[F:28])=[CH:19][CH:20]=3)[CH2:11][C@@H:12]([CH3:13])[O:14][C:2]=2[N:3]=[CH:4][N:5]=1, predict the reactants needed to synthesize it. The reactants are: Cl[C:2]1[C:7]([C:8]([N:10]([C:15]2[CH:20]=[CH:19][C:18]([C:21]3[C:26]([F:27])=[CH:25][CH:24]=[CH:23][C:22]=3[F:28])=[CH:17][CH:16]=2)[CH2:11][C@H:12]([OH:14])[CH3:13])=[O:9])=[C:6]([Cl:29])[N:5]=[CH:4][N:3]=1.C(=O)([O-])[O-].[K+].[K+].